This data is from NCI-60 drug combinations with 297,098 pairs across 59 cell lines. The task is: Regression. Given two drug SMILES strings and cell line genomic features, predict the synergy score measuring deviation from expected non-interaction effect. (1) Drug 1: C1C(C(OC1N2C=NC3=C(N=C(N=C32)Cl)N)CO)O. Drug 2: C1C(C(OC1N2C=NC(=NC2=O)N)CO)O. Cell line: A549. Synergy scores: CSS=36.4, Synergy_ZIP=6.57, Synergy_Bliss=9.15, Synergy_Loewe=7.56, Synergy_HSA=7.62. (2) Drug 1: CC12CCC(CC1=CCC3C2CCC4(C3CC=C4C5=CN=CC=C5)C)O. Drug 2: CC1=C2C(C(=O)C3(C(CC4C(C3C(C(C2(C)C)(CC1OC(=O)C(C(C5=CC=CC=C5)NC(=O)OC(C)(C)C)O)O)OC(=O)C6=CC=CC=C6)(CO4)OC(=O)C)OC)C)OC. Cell line: K-562. Synergy scores: CSS=81.0, Synergy_ZIP=19.3, Synergy_Bliss=18.8, Synergy_Loewe=3.33, Synergy_HSA=20.1. (3) Drug 1: CC(C1=C(C=CC(=C1Cl)F)Cl)OC2=C(N=CC(=C2)C3=CN(N=C3)C4CCNCC4)N. Drug 2: CCC(=C(C1=CC=CC=C1)C2=CC=C(C=C2)OCCN(C)C)C3=CC=CC=C3.C(C(=O)O)C(CC(=O)O)(C(=O)O)O. Cell line: OVCAR-4. Synergy scores: CSS=0.825, Synergy_ZIP=0.680, Synergy_Bliss=0.0179, Synergy_Loewe=-0.781, Synergy_HSA=-1.03. (4) Drug 1: C1CCC(CC1)NC(=O)N(CCCl)N=O. Drug 2: CC1=CC=C(C=C1)C2=CC(=NN2C3=CC=C(C=C3)S(=O)(=O)N)C(F)(F)F. Cell line: SK-MEL-5. Synergy scores: CSS=9.94, Synergy_ZIP=-2.08, Synergy_Bliss=-1.61, Synergy_Loewe=-7.11, Synergy_HSA=-6.23.